From a dataset of Full USPTO retrosynthesis dataset with 1.9M reactions from patents (1976-2016). Predict the reactants needed to synthesize the given product. (1) Given the product [CH2:1]([C@H:2]1[CH2:6][O:5][C:4](/[CH:7]=[C:8](\[CH3:25])/[CH2:9][CH2:10]/[CH:11]=[C:12](\[CH3:24])/[CH2:13][CH2:14]/[CH:15]=[C:16](\[CH3:23])/[CH2:17][CH2:18][CH:19]=[C:20]([CH3:22])[CH3:21])=[N:3]1)[C:39]1[CH:40]=[CH:41][CH:42]=[CH:43][CH:44]=1, predict the reactants needed to synthesize it. The reactants are: [CH3:1][C@H:2]1[CH2:6][O:5][C:4](/[CH:7]=[C:8](\[CH3:25])/[CH2:9][CH2:10]/[CH:11]=[C:12](\[CH3:24])/[CH2:13][CH2:14]/[CH:15]=[C:16](\[CH3:23])/[CH2:17][CH2:18][CH:19]=[C:20]([CH3:22])[CH3:21])=[N:3]1.[CH2:40]([CH2:39]/C(/C)=C/[CH2:39][CH2:40]/[C:41](/C)=[CH:42]/[CH2:43][C:44](Cl)=O)/[CH:41]=[C:42](/[CH2:43][CH2:44]C=C(C)C)\C. (2) Given the product [C:1]([C:3]1[CH:8]=[CH:7][C:6]([CH:9]=[CH:10][C:11]([NH2:45])=[O:13])=[C:5]([O:16][CH2:17][CH2:18][NH:19][C:20](=[O:41])[C:21]2[CH:26]=[CH:25][C:24]([O:27][CH:28]3[CH2:33][CH2:32][N:31]([C:34]([O:36][C:37]([CH3:39])([CH3:40])[CH3:38])=[O:35])[CH2:30][CH2:29]3)=[CH:23][CH:22]=2)[CH:4]=1)#[N:2], predict the reactants needed to synthesize it. The reactants are: [C:1]([C:3]1[CH:8]=[CH:7][C:6]([CH:9]=[CH:10][C:11]([O:13]CC)=O)=[C:5]([O:16][CH2:17][CH2:18][NH:19][C:20](=[O:41])[C:21]2[CH:26]=[CH:25][C:24]([O:27][CH:28]3[CH2:33][CH2:32][N:31]([C:34]([O:36][C:37]([CH3:40])([CH3:39])[CH3:38])=[O:35])[CH2:30][CH2:29]3)=[CH:23][CH:22]=2)[CH:4]=1)#[N:2].[OH-].[Na+].O[N:45]1C2C=CC=CC=2N=N1.C(=O)([O-])N.[NH4+].C(N(CC)CC)C.Cl.CN(C)CCCN=C=NCC.